The task is: Predict the reactants needed to synthesize the given product.. This data is from Full USPTO retrosynthesis dataset with 1.9M reactions from patents (1976-2016). Given the product [N:44]1([CH2:43][CH2:42][CH2:41][O:40][C:39]2[CH:50]=[CH:51][C:36]([C:2]3[CH:7]=[CH:6][CH:5]=[C:4]([S:8]([N:11]4[CH:15]=[CH:14][C:13](/[CH:16]=[CH:17]/[C:18]([NH:20][O:21][CH:22]5[CH2:27][CH2:26][CH2:25][CH2:24][O:23]5)=[O:19])=[CH:12]4)(=[O:10])=[O:9])[CH:3]=3)=[CH:37][CH:38]=2)[CH2:49][CH2:48][O:47][CH2:46][CH2:45]1, predict the reactants needed to synthesize it. The reactants are: Br[C:2]1[CH:3]=[C:4]([S:8]([N:11]2[CH:15]=[CH:14][C:13](/[CH:16]=[CH:17]/[C:18]([NH:20][O:21][CH:22]3[CH2:27][CH2:26][CH2:25][CH2:24][O:23]3)=[O:19])=[CH:12]2)(=[O:10])=[O:9])[CH:5]=[CH:6][CH:7]=1.CC1(C)C(C)(C)OB([C:36]2[CH:51]=[CH:50][C:39]([O:40][CH2:41][CH2:42][CH2:43][N:44]3[CH2:49][CH2:48][O:47][CH2:46][CH2:45]3)=[CH:38][CH:37]=2)O1.C([O-])([O-])=O.[Na+].[Na+].